The task is: Predict the product of the given reaction.. This data is from Forward reaction prediction with 1.9M reactions from USPTO patents (1976-2016). Given the reactants [CH2:1]([C:3]1[C:8](/[CH:9]=[CH:10]/[O:11]C)=[CH:7][CH:6]=[CH:5][C:4]=1[C:13]1[N:17]=[C:16]([C:18]2[CH:19]=[CH:20][C:21]([O:26][CH:27]([CH3:29])[CH3:28])=[C:22]([CH:25]=2)[C:23]#[N:24])[S:15][N:14]=1)[CH3:2].Cl, predict the reaction product. The product is: [CH2:1]([C:3]1[C:8]([CH2:9][CH:10]=[O:11])=[CH:7][CH:6]=[CH:5][C:4]=1[C:13]1[N:17]=[C:16]([C:18]2[CH:19]=[CH:20][C:21]([O:26][CH:27]([CH3:28])[CH3:29])=[C:22]([CH:25]=2)[C:23]#[N:24])[S:15][N:14]=1)[CH3:2].